Dataset: NCI-60 drug combinations with 297,098 pairs across 59 cell lines. Task: Regression. Given two drug SMILES strings and cell line genomic features, predict the synergy score measuring deviation from expected non-interaction effect. (1) Drug 1: CC1C(C(CC(O1)OC2CC(CC3=C2C(=C4C(=C3O)C(=O)C5=C(C4=O)C(=CC=C5)OC)O)(C(=O)C)O)N)O.Cl. Drug 2: CCC1(CC2CC(C3=C(CCN(C2)C1)C4=CC=CC=C4N3)(C5=C(C=C6C(=C5)C78CCN9C7C(C=CC9)(C(C(C8N6C)(C(=O)OC)O)OC(=O)C)CC)OC)C(=O)OC)O.OS(=O)(=O)O. Cell line: HOP-62. Synergy scores: CSS=20.7, Synergy_ZIP=-11.1, Synergy_Bliss=-1.58, Synergy_Loewe=-6.18, Synergy_HSA=-1.59. (2) Drug 1: COC1=C(C=C2C(=C1)N=CN=C2NC3=CC(=C(C=C3)F)Cl)OCCCN4CCOCC4. Drug 2: CC12CCC3C(C1CCC2=O)CC(=C)C4=CC(=O)C=CC34C. Cell line: SW-620. Synergy scores: CSS=41.1, Synergy_ZIP=0.0301, Synergy_Bliss=1.66, Synergy_Loewe=1.87, Synergy_HSA=2.08.